From a dataset of Experimentally validated miRNA-target interactions with 360,000+ pairs, plus equal number of negative samples. Binary Classification. Given a miRNA mature sequence and a target amino acid sequence, predict their likelihood of interaction. (1) The miRNA is hsa-miR-4473 with sequence CUAGUGCUCUCCGUUACAAGUA. The protein sequence of the target gene is MTAVGVQAQRPLGQRQPRRSFFESFIRTLIITCVALAVVLSSVSICDGHWLLAEDRLFGLWHFCTTTNQTICFRDLGQAHVPGLAVGMGLVRSVGALAVVAAIFGLEFLMVSQLCEDKHSQCKWVMGSILLLVSFVLSSGGLLGFVILLRNQVTLIGFTLMFWCEFTASFLLFLNAISGLHINSITHPWE. Result: 0 (no interaction). (2) The miRNA is mmu-miR-695 with sequence AGAUUGGGCAUAGGUGACUGAA. The protein sequence of the target gene is MEHIRTPKVENVRLVDRVSPKKAALGTLYLTATHVIFVENSPDPRKETWILHSQISTIEKQATTATGCPLLIRCKNFQIIQLIIPQERDCHDVYISLIRLARPVKYEELYCFSFNPMLDKEEREQGWVLIDLSEEYTRMGLPNHYWQLSDVNRDYRVCDSYPTELYVPKSATAHIIVGSSKFRSRRRFPVLSYYYKDNHASICRSSQPLSGFSARCLEDEQMLQAIRKANPGSDFVYVVDTRPKLNAMANRAAGKGYENEDNYSNIKFQFIGIENIHVMRNSLQKMLEVCELKSPSMSDF.... Result: 0 (no interaction). (3) The miRNA is hsa-miR-6737-3p with sequence UCUGUGCUUCACCCCUACCCAG. The protein sequence of the target gene is MSEKSVEAAAELSAKDLKEKKDKVEEKAGRKERKKEVVEEEENGAEEEEEETAEDGEDDDEGDEEDEEEEEEDEGPVRKRTAEEEDEADPKRQKTENGASA. Result: 0 (no interaction). (4) The miRNA is mmu-miR-499-3p with sequence GAACAUCACAGCAAGUCUGUGCU. The protein sequence of the target gene is MDRSGFGEISSPVIREAEVTRTARKQSAQKRVLLQASQDENFGNTTPRNQVIPRTPSSFRQPFTPTSRSLLRQPDISCILGTGGKSPRLTQSSGFFGNLSMVTNLDDSNWAAAFSSQRSGLFTNTEPHSITEDVTISAVMLREDDPGEAASMSMFSDFLQSFLKHSSSTVFDLVEEYENICGSQVNILSKIVSRATPGLQKFSKTASMLWLLQQEMVTWRLLASLYRDRIQSALEEESVFAVTAVNASEKTVVEALFQRDSLVRQSQLVVDWLESIAKDEIGEFSDNIEFYAKSVYWENT.... Result: 0 (no interaction). (5) The miRNA is hsa-miR-342-3p with sequence UCUCACACAGAAAUCGCACCCGU. The protein sequence of the target gene is MRRKEKRLLQAVALVLAALVLLPNVGLWALYRERQPDGTPGGSGAAVAPAAGQGSHSRQKKTFFLGDGQKLKDWHDKEAIRRDAQRVGNGEQGRPYPMTDAERVDQAYRENGFNIYVSDKISLNRSLPDIRHPNCNSKRYLETLPNTSIIIPFHNEGWSSLLRTVHSVLNRSPPELVAEIVLVDDFSDREHLKKPLEDYMALFPSVRILRTKKREGLIRTRMLGASVATGDVITFLDSHCEANVNWLPPLLDRIARNRKTIVCPMIDVIDHDDFRYETQAGDAMRGAFDWEMYYKRIPIP.... Result: 1 (interaction). (6) The miRNA is hsa-miR-4695-5p with sequence CAGGAGGCAGUGGGCGAGCAGG. The protein sequence of the target gene is MFRIGRRQLWKQSVTRVLTQRLKEEKEAKRARLDGRHDYLFAIVASCLDLNKPEVEDALLEGNQIERMDQLFAVGGLRHLMFYYQDVEGAEAGHCGSSGGVNPASGKMKKPKVFVTEGKDVALMGACVFFIRSDPSKAITPENIHREVSFNTLDTADGGLLNSVRRLLSDIFIPALRASSHGWGELEGLQDASSIRQEFLSSLEGFVGILSGAQNSLKEKVNLQKCDIIELKSLKEPTDYLALASNPETVEKVECCMRVWIKQMEQILAENSQLRKEADDVGPRAELEHWKQRLSRFNYL.... Result: 0 (no interaction). (7) The miRNA is hsa-miR-383-5p with sequence AGAUCAGAAGGUGAUUGUGGCU. The protein sequence of the target gene is MDIATGPESLERCFPRGQTDCAKMLDGIKMEEHALRPGPATLGVLLGSDCPHPAVCEGCQRPISDRFLMRVNESSWHEECLQCAACQQALTTSCYFRDRKLYCKQDYQQLFAAKCSGCMEKIAPTEFVMRALECVYHLGCFCCCVCERQLRKGDEFVLKEGQLLCKGDYEKEKDLLSSVSPDESDSVKSEDEDGDMKPAKGQGSQSKGSGDDGKDPRRPKRPRTILTTQQRRAFKASFEVSSKPCRKVRETLAAETGLSVRVVQVWFQNQRAKMKKLARRHQQQQEQQNSQRLGQEVLSS.... Result: 0 (no interaction).